This data is from Catalyst prediction with 721,799 reactions and 888 catalyst types from USPTO. The task is: Predict which catalyst facilitates the given reaction. (1) Reactant: C(O[C:4](=[O:22])[C:5](=[CH:11][NH:12][C:13]1[CH:18]=[C:17]([O:19][CH3:20])[CH:16]=[CH:15][C:14]=1[Br:21])[C:6]([O:8][CH2:9][CH3:10])=[O:7])C.C(=O)(O)[O-].[Na+]. Product: [CH2:9]([O:8][C:6]([C:5]1[C:4](=[O:22])[C:18]2[C:13](=[C:14]([Br:21])[CH:15]=[CH:16][C:17]=2[O:19][CH3:20])[NH:12][CH:11]=1)=[O:7])[CH3:10]. The catalyst class is: 8. (2) Product: [CH3:1][O:2][C:3]([C:4]1[C:5]([Cl:12])=[C:6]2[C:7](=[CH:8][CH:9]=1)[NH:10][N:20]=[CH:11]2)=[O:13]. Reactant: [CH3:1][O:2][C:3](=[O:13])[C:4]1[CH:9]=[CH:8][C:7]([NH2:10])=[C:6]([CH3:11])[C:5]=1[Cl:12].C(O[N:20]=O)CC(C)C. The catalyst class is: 15. (3) Reactant: F[P-](F)(F)(F)(F)F.CN(C(ON1C2=NC=CC=C2N=N1)=[N+](C)C)C.C(N(CC)C(C)C)(C)C.[C:34]([O:38][C:39]([NH:41][CH2:42][C@H:43]1[CH2:48][CH2:47][C@H:46]([C:49]([NH:51][C@H:52]([C:72](=[O:85])[NH:73][C:74]2[CH:79]=[CH:78][C:77]([C:80]3[N:81]=[N:82][NH:83][N:84]=3)=[CH:76][CH:75]=2)[CH2:53][C:54]2[CH:55]=[CH:56][C:57]([O:70][CH3:71])=[C:58]([C:60]3[CH:65]=[CH:64][C:63]([C:66](O)=[O:67])=[CH:62][C:61]=3[CH3:69])[CH:59]=2)=[O:50])[CH2:45][CH2:44]1)=[O:40])([CH3:37])([CH3:36])[CH3:35].[NH2:86][CH2:87][CH2:88][NH:89][C:90](=[O:96])[O:91][C:92]([CH3:95])([CH3:94])[CH3:93]. Product: [C:92]([O:91][C:90]([NH:89][CH2:88][CH2:87][NH:86][C:66]([C:63]1[CH:64]=[CH:65][C:60]([C:58]2[C:57]([O:70][CH3:71])=[CH:56][CH:55]=[C:54]([CH2:53][C@H:52]([NH:51][C:49]([C@H:46]3[CH2:45][CH2:44][C@H:43]([CH2:42][NH:41][C:39](=[O:40])[O:38][C:34]([CH3:35])([CH3:36])[CH3:37])[CH2:48][CH2:47]3)=[O:50])[C:72](=[O:85])[NH:73][C:74]3[CH:75]=[CH:76][C:77]([C:80]4[N:81]=[N:82][NH:83][N:84]=4)=[CH:78][CH:79]=3)[CH:59]=2)=[C:61]([CH3:69])[CH:62]=1)=[O:67])=[O:96])([CH3:93])([CH3:95])[CH3:94]. The catalyst class is: 1. (4) Reactant: [CH3:1][O:2][C:3]1[CH:4]=[C:5]2[C:10](=[CH:11][C:12]=1[O:13][CH3:14])[N:9]=[CH:8][N:7]=[C:6]2[O:15][C:16]1[CH:22]=[CH:21][C:19]([NH2:20])=[CH:18][CH:17]=1.C1(C)C=CC=CC=1.C(N(CC)CC)C.ClC(Cl)(O[C:41](=[O:47])[O:42][C:43](Cl)(Cl)Cl)Cl.[F:49][C:50]1[CH:60]=[CH:59][CH:58]=[CH:57][C:51]=1[O:52][CH2:53][CH2:54]CO. Product: [CH3:1][O:2][C:3]1[CH:4]=[C:5]2[C:10](=[CH:11][C:12]=1[O:13][CH3:14])[N:9]=[CH:8][N:7]=[C:6]2[O:15][C:16]1[CH:22]=[CH:21][C:19]([NH:20][C:41](=[O:47])[O:42][CH2:43][CH2:54][CH2:53][O:52][C:51]2[CH:57]=[CH:58][CH:59]=[CH:60][C:50]=2[F:49])=[CH:18][CH:17]=1. The catalyst class is: 2. (5) Product: [C:1]([NH:5][C:6]1[CH:14]=[C:13]([F:15])[C:12]([F:16])=[CH:11][C:7]=1[C:8]([NH:52][C:48]([CH3:49])([C:50]#[CH:51])[CH3:47])=[O:10])([CH3:2])([CH3:3])[CH3:4]. The catalyst class is: 2. Reactant: [C:1]([NH:5][C:6]1[CH:14]=[C:13]([F:15])[C:12]([F:16])=[CH:11][C:7]=1[C:8]([OH:10])=O)([CH3:4])([CH3:3])[CH3:2].CCN=C=NCCCN(C)C.C1C=CC2N(O)N=NC=2C=1.CCN(C(C)C)C(C)C.[CH3:47][C:48]([NH2:52])([C:50]#[CH:51])[CH3:49]. (6) Reactant: Br[CH2:2][C:3]1[CH:8]=[CH:7][C:6]([I:9])=[CH:5][CH:4]=1.[NH:10]1[CH2:15][CH2:14][S:13](=[O:17])(=[O:16])[CH2:12][CH2:11]1.CCN(C(C)C)C(C)C. Product: [I:9][C:6]1[CH:7]=[CH:8][C:3]([CH2:2][N:10]2[CH2:15][CH2:14][S:13](=[O:17])(=[O:16])[CH2:12][CH2:11]2)=[CH:4][CH:5]=1. The catalyst class is: 1. (7) Reactant: [F:1][C:2]1([F:29])[CH2:7][CH2:6][N:5]([C:8]([C:10]2[NH:11][C:12]3[C:17]([CH:18]=2)=[CH:16][C:15]([O:19][CH:20]2[CH2:25][CH2:24][N:23]([CH:26]([CH3:28])[CH3:27])[CH2:22][CH2:21]2)=[CH:14][CH:13]=3)=[O:9])[CH2:4][CH2:3]1.C[Si]([N-][Si](C)(C)C)(C)C.[Li+].[CH3:40][O:41][C:42](Cl)=[O:43]. The catalyst class is: 334. Product: [CH3:40][O:41][C:42]([N:11]1[C:12]2[C:17](=[CH:16][C:15]([O:19][CH:20]3[CH2:25][CH2:24][N:23]([CH:26]([CH3:27])[CH3:28])[CH2:22][CH2:21]3)=[CH:14][CH:13]=2)[CH:18]=[C:10]1[C:8]([N:5]1[CH2:6][CH2:7][C:2]([F:1])([F:29])[CH2:3][CH2:4]1)=[O:9])=[O:43].